This data is from Full USPTO retrosynthesis dataset with 1.9M reactions from patents (1976-2016). The task is: Predict the reactants needed to synthesize the given product. (1) Given the product [CH3:33][N:34]([CH3:35])[C:21]1[N:26]=[CH:25][C:24]([C:2]2[C:11]3[CH2:10][CH2:9][CH2:8][CH2:7][C:6]=3[N:5]=[C:4]([O:12][CH2:13][C:14]3[CH:19]=[CH:18][CH:17]=[CH:16][N:15]=3)[CH:3]=2)=[CH:23][N:22]=1, predict the reactants needed to synthesize it. The reactants are: Cl[C:2]1[C:11]2[CH2:10][CH2:9][CH2:8][CH2:7][C:6]=2[N:5]=[C:4]([O:12][CH2:13][C:14]2[CH:19]=[CH:18][CH:17]=[CH:16][N:15]=2)[CH:3]=1.F[C:21]1[N:26]=[CH:25][C:24]([Sn](C)(C)C)=[CH:23][N:22]=1.[Li+].[Cl-].[CH3:33][N:34](C=O)[CH3:35]. (2) Given the product [CH3:28][O:27][C:23](=[O:26])[CH2:24][CH2:25][N:7]1[C:6]2[CH:10]=[CH:11][CH:12]=[C:13]([CH:14]([CH3:15])[CH3:16])[C:5]=2[O:4][CH:3]([CH2:1][CH3:2])[C:8]1=[O:9], predict the reactants needed to synthesize it. The reactants are: [CH2:1]([CH:3]1[C:8](=[O:9])[NH:7][C:6]2[CH:10]=[CH:11][CH:12]=[C:13]([CH:14]([CH3:16])[CH3:15])[C:5]=2[O:4]1)[CH3:2].C(=O)([O-])[O-].[K+].[K+].[C:23]([O:27][CH3:28])(=[O:26])[CH:24]=[CH2:25].C(O)(=O)CC(CC(O)=O)(C(O)=O)O.